From a dataset of Catalyst prediction with 721,799 reactions and 888 catalyst types from USPTO. Predict which catalyst facilitates the given reaction. (1) Reactant: [C:1]([O:20][CH2:21][C:22]([O:24]CC)=[O:23])([C:14]1[CH:19]=[CH:18][CH:17]=[CH:16][CH:15]=1)([C:8]1[CH:13]=[CH:12][CH:11]=[CH:10][CH:9]=1)[C:2]1[CH:7]=[CH:6][CH:5]=[CH:4][CH:3]=1.[OH-].[Na+]. Product: [C:1]([O:20][CH2:21][C:22]([OH:24])=[O:23])([C:8]1[CH:9]=[CH:10][CH:11]=[CH:12][CH:13]=1)([C:14]1[CH:19]=[CH:18][CH:17]=[CH:16][CH:15]=1)[C:2]1[CH:3]=[CH:4][CH:5]=[CH:6][CH:7]=1. The catalyst class is: 14. (2) Reactant: Br[C:2]1[CH:3]=[C:4]([C:7]([O:9][CH2:10][CH3:11])=[O:8])[O:5][CH:6]=1.[Cl:12][C:13]1[CH:14]=[C:15](B(O)O)[CH:16]=[CH:17][CH:18]=1.C(=O)([O-])[O-].[Na+].[Na+]. Product: [Cl:12][C:13]1[CH:18]=[C:17]([C:2]2[CH:3]=[C:4]([C:7]([O:9][CH2:10][CH3:11])=[O:8])[O:5][CH:6]=2)[CH:16]=[CH:15][CH:14]=1. The catalyst class is: 104.